The task is: Regression/Classification. Given a drug SMILES string, predict its toxicity properties. Task type varies by dataset: regression for continuous values (e.g., LD50, hERG inhibition percentage) or binary classification for toxic/non-toxic outcomes (e.g., AMES mutagenicity, cardiotoxicity, hepatotoxicity). Dataset: herg_karim.. This data is from hERG potassium channel inhibition data for cardiac toxicity prediction from Karim et al.. (1) The molecule is Clc1nccc2c3cnc(Nc4ccc(N5CCNCC5)cn4)nc3n(C3CCCC3)c12. The result is 1 (blocker). (2) The compound is CC(C)(C)Cn1c(N)nc2ccc(-c3nc(C(C)(C)C)[nH]c3-c3ccc(F)cc3)nc21. The result is 0 (non-blocker). (3) The result is 1 (blocker). The molecule is CCC(=O)N1CCc2c(nc(C)n2[C@@H]2C[C@@H]3CC[C@H](C2)N3CC[C@H](NC(C)=O)c2cccc(F)c2)C1. (4) The drug is COc1ccccc1N1CCN(CCCCCC(=O)n2c3ccccc3c3ccccc32)CC1.Cl. The result is 1 (blocker).